This data is from Reaction yield outcomes from USPTO patents with 853,638 reactions. The task is: Predict the reaction yield, written as a fraction of the theoretical maximum amount of product (1.0 means a 100% yield; for example, 0.34 means a 34% yield). The reactants are [Cl:1][C:2]1[N:7]=[CH:6][C:5]([C:8]2[CH:9]=[CH:10][C:11]3[N:12]=[CH:13][N:14]=[C:15]([NH:18][CH:19]4[CH2:24][CH2:23][N:22](C(OC(C)(C)C)=O)[CH2:21][CH2:20]4)[C:16]=3[N:17]=2)=[CH:4][C:3]=1[NH:32][S:33]([C:36]1[CH:41]=[CH:40][C:39]([F:42])=[CH:38][C:37]=1[F:43])(=[O:35])=[O:34].C(O)(C(F)(F)F)=O. The yield is 0.890. The product is [Cl:1][C:2]1[C:3]([NH:32][S:33]([C:36]2[CH:41]=[CH:40][C:39]([F:42])=[CH:38][C:37]=2[F:43])(=[O:34])=[O:35])=[CH:4][C:5]([C:8]2[CH:9]=[CH:10][C:11]3[N:12]=[CH:13][N:14]=[C:15]([NH:18][CH:19]4[CH2:24][CH2:23][NH:22][CH2:21][CH2:20]4)[C:16]=3[N:17]=2)=[CH:6][N:7]=1. The catalyst is C(Cl)Cl.